The task is: Predict the product of the given reaction.. This data is from Forward reaction prediction with 1.9M reactions from USPTO patents (1976-2016). (1) Given the reactants [CH2:1](Br)[C:2]1[CH:7]=[CH:6][CH:5]=[CH:4][CH:3]=1.[CH2:9]([N:16]1[C:24](=[O:25])[C:23]2[C@@H:22]3[C:26]([CH3:28])([CH3:27])[C@@:19]([CH3:29])([CH2:20][CH2:21]3)[C:18]=2[NH:17]1)[C:10]1[CH:15]=[CH:14][CH:13]=[CH:12][CH:11]=1, predict the reaction product. The product is: [CH2:1]([N:17]1[C:18]2[C@@:19]3([CH3:29])[C:26]([CH3:28])([CH3:27])[C@H:22]([CH2:21][CH2:20]3)[C:23]=2[C:24](=[O:25])[N:16]1[CH2:9][C:10]1[CH:11]=[CH:12][CH:13]=[CH:14][CH:15]=1)[C:2]1[CH:7]=[CH:6][CH:5]=[CH:4][CH:3]=1. (2) Given the reactants C(O[C:4](=[O:21])[CH2:5][C:6]([CH:8]1[CH2:13][CH2:12][N:11]([C:14]([O:16][C:17]([CH3:20])([CH3:19])[CH3:18])=[O:15])[CH2:10][CH2:9]1)=O)C.[CH3:22][C:23]1[C:28]([CH3:29])=[N:27][N:26]=[C:25]2[NH:30][N:31]=[C:32]([NH2:33])[C:24]=12.P([O-])([O-])([O-])=O.[K+].[K+].[K+], predict the reaction product. The product is: [CH3:29][C:28]1[N:27]=[N:26][C:25]2=[N:30][N:31]3[C:4](=[O:21])[CH:5]=[C:6]([CH:8]4[CH2:9][CH2:10][N:11]([C:14]([O:16][C:17]([CH3:18])([CH3:19])[CH3:20])=[O:15])[CH2:12][CH2:13]4)[NH:33][C:32]3=[C:24]2[C:23]=1[CH3:22]. (3) Given the reactants [C:1]([O:7][CH2:8][CH3:9])(=[O:6])[CH2:2][C:3]([CH3:5])=[O:4].[H-].[Na+].[Br:12][C:13]1[CH:18]=[CH:17][C:16]([CH2:19]Br)=[CH:15][CH:14]=1.C([O-])(O)=O.[Na+], predict the reaction product. The product is: [Br:12][C:13]1[CH:18]=[CH:17][C:16]([CH2:19][C:2]([CH2:19][C:16]2[CH:15]=[CH:14][C:13]([Br:12])=[CH:18][CH:17]=2)([C:3](=[O:4])[CH3:5])[C:1]([O:7][CH2:8][CH3:9])=[O:6])=[CH:15][CH:14]=1. (4) Given the reactants [CH3:1][C:2]1([CH3:21])[C:10]2[C:5](=[CH:6][CH:7]=[C:8]([CH3:11])[CH:9]=2)[N:4](COCC[Si](C)(C)C)[C:3]1=[O:20].[F-].C([N+](CCCC)(CCCC)CCCC)CCC, predict the reaction product. The product is: [CH3:1][C:2]1([CH3:21])[C:10]2[C:5](=[CH:6][CH:7]=[C:8]([CH3:11])[CH:9]=2)[NH:4][C:3]1=[O:20]. (5) Given the reactants [NH2:1][C:2]1[C:17]([Cl:18])=[CH:16][C:5]([C:6]([NH:8][CH:9]2[CH2:14][CH2:13][N:12]([CH3:15])[CH2:11][CH2:10]2)=[O:7])=[C:4]([F:19])[CH:3]=1.N[CH:21]1CCN(C)CC1, predict the reaction product. The product is: [NH2:1][C:2]1[C:17]([Cl:18])=[CH:16][C:5]([C:6]([NH:8][CH:9]2[CH2:14][CH2:13][N:12]([CH2:15][CH3:21])[CH2:11][CH2:10]2)=[O:7])=[C:4]([F:19])[CH:3]=1. (6) Given the reactants Br[C:2]1[CH:10]=[C:9]2[C:5]([CH:6]=[N:7][N:8]2[CH3:11])=[C:4]([NH:12][C:13]([C:15]2[CH:20]=[CH:19][CH:18]=[C:17]([CH3:21])[N:16]=2)=[O:14])[CH:3]=1.C(=O)([O-])[O-].[Na+].[Na+].O1[CH2:33][CH2:32]OCC1, predict the reaction product. The product is: [NH:7]1[C:32]2[C:33](=[C:10]([C:2]3[CH:10]=[C:9]4[C:5]([CH:6]=[N:7][N:8]4[CH3:11])=[C:4]([NH:12][C:13]([C:15]4[CH:20]=[CH:19][CH:18]=[C:17]([CH3:21])[N:16]=4)=[O:14])[CH:3]=3)[CH:2]=[CH:3][CH:4]=2)[CH:5]=[CH:6]1.